Dataset: NCI-60 drug combinations with 297,098 pairs across 59 cell lines. Task: Regression. Given two drug SMILES strings and cell line genomic features, predict the synergy score measuring deviation from expected non-interaction effect. (1) Drug 1: C1=CC(=C2C(=C1NCCNCCO)C(=O)C3=C(C=CC(=C3C2=O)O)O)NCCNCCO. Drug 2: CC1=CC2C(CCC3(C2CCC3(C(=O)C)OC(=O)C)C)C4(C1=CC(=O)CC4)C. Cell line: RXF 393. Synergy scores: CSS=26.7, Synergy_ZIP=5.18, Synergy_Bliss=5.56, Synergy_Loewe=-18.0, Synergy_HSA=2.14. (2) Drug 1: CC1=C(C=C(C=C1)NC2=NC=CC(=N2)N(C)C3=CC4=NN(C(=C4C=C3)C)C)S(=O)(=O)N.Cl. Drug 2: CC(C)(C#N)C1=CC(=CC(=C1)CN2C=NC=N2)C(C)(C)C#N. Cell line: UACC-257. Synergy scores: CSS=0.152, Synergy_ZIP=0.903, Synergy_Bliss=0.698, Synergy_Loewe=0.644, Synergy_HSA=-0.579.